This data is from Catalyst prediction with 721,799 reactions and 888 catalyst types from USPTO. The task is: Predict which catalyst facilitates the given reaction. (1) Reactant: [F:1][C:2]1[CH:3]=[C:4]([NH:9][C:10]2[N:11]=[CH:12][C:13]([C:21]([N:23]3[CH2:28][CH2:27][O:26][CH2:25][CH2:24]3)=[O:22])=[C:14]3[C:18]([CH3:19])=[CH:17][N:16]([CH3:20])[C:15]=23)[CH:5]=[C:6]([F:8])[CH:7]=1.[ClH:29]. Product: [ClH:29].[F:8][C:6]1[CH:5]=[C:4]([NH:9][C:10]2[N:11]=[CH:12][C:13]([C:21]([N:23]3[CH2:24][CH2:25][O:26][CH2:27][CH2:28]3)=[O:22])=[C:14]3[C:18]([CH3:19])=[CH:17][N:16]([CH3:20])[C:15]=23)[CH:3]=[C:2]([F:1])[CH:7]=1. The catalyst class is: 621. (2) Reactant: [Cl:1][C@H:2]1[C@H:6]([CH2:7]/[CH:8]=[CH:9]\[CH2:10][CH2:11][CH2:12][C:13]([O:15][CH2:16][CH:17]=[CH2:18])=[O:14])[C@@H:5]([CH2:19][OH:20])[C@H:4]([O:21][CH:22]2[CH2:27][CH2:26][CH2:25][CH2:24][O:23]2)[CH2:3]1.C1C=C[NH+]=CC=1.[O-][Cr](Cl)(=O)=O.C([O-])(=O)C.[Na+]. Product: [Cl:1][C@H:2]1[C@H:6]([CH2:7]/[CH:8]=[CH:9]\[CH2:10][CH2:11][CH2:12][C:13]([O:15][CH2:16][CH:17]=[CH2:18])=[O:14])[C@@H:5]([CH:19]=[O:20])[C@H:4]([O:21][CH:22]2[CH2:27][CH2:26][CH2:25][CH2:24][O:23]2)[CH2:3]1. The catalyst class is: 4. (3) Reactant: [C:1]([O:5][C:6](=[O:11])[NH:7][CH2:8][CH2:9][OH:10])([CH3:4])([CH3:3])[CH3:2].Br[C:13]1[CH:18]=[CH:17][C:16]([C:19]([F:22])([F:21])[F:20])=[CH:15][C:14]=1[C:23]([F:26])([F:25])[F:24]. Product: [C:1]([O:5][C:6](=[O:11])[NH:7][CH2:8][CH2:9][O:10][C:17]1[CH:18]=[CH:13][C:14]([C:23]([F:26])([F:24])[F:25])=[CH:15][C:16]=1[C:19]([F:20])([F:21])[F:22])([CH3:4])([CH3:2])[CH3:3]. The catalyst class is: 287. (4) Reactant: Cl[C:2]1[C:11]2[C:6](=[CH:7][C:8]([O:14][CH3:15])=[C:9]([O:12][CH3:13])[CH:10]=2)[N:5]=[CH:4][CH:3]=1.[CH3:16][C:17]([C:19]1[CH:24]=[CH:23][C:22]([O:25][CH3:26])=[CH:21][C:20]=1[OH:27])=[O:18]. Product: [CH3:13][O:12][C:9]1[CH:10]=[C:11]2[C:6](=[CH:7][C:8]=1[O:14][CH3:15])[N:5]=[CH:4][CH:3]=[C:2]2[O:27][C:20]1[CH:21]=[C:22]([O:25][CH3:26])[CH:23]=[CH:24][C:19]=1[C:17](=[O:18])[CH3:16]. The catalyst class is: 420. (5) Reactant: [NH2:1][CH:2]1[CH2:7][N:6]([CH2:8][C:9]2[CH:14]=[CH:13][C:12]([O:15][CH3:16])=[CH:11][CH:10]=2)[C:5](=[O:17])[CH2:4][CH2:3]1.[Cl:18][C:19]1[CH:24]=[CH:23][C:22](F)=[C:21]([N+:26]([O-:28])=[O:27])[CH:20]=1.C(=O)([O-])[O-].[K+].[K+]. The catalyst class is: 10. Product: [Cl:18][C:19]1[CH:24]=[CH:23][C:22]([NH:1][CH:2]2[CH2:7][N:6]([CH2:8][C:9]3[CH:14]=[CH:13][C:12]([O:15][CH3:16])=[CH:11][CH:10]=3)[C:5](=[O:17])[CH2:4][CH2:3]2)=[C:21]([N+:26]([O-:28])=[O:27])[CH:20]=1. (6) Reactant: C(N(S(F)(F)[F:7])CC)C.[F:10][C:11]([F:33])([F:32])[C:12]1[N:16]2[N:17]=[C:18]([N:21]3[CH2:26][CH2:25][CH:24]([CH2:27][O:28][CH2:29][CH2:30]O)[CH2:23][CH2:22]3)[CH:19]=[CH:20][C:15]2=[N:14][N:13]=1. Product: [F:7][CH2:30][CH2:29][O:28][CH2:27][CH:24]1[CH2:25][CH2:26][N:21]([C:18]2[CH:19]=[CH:20][C:15]3[N:16]([C:12]([C:11]([F:33])([F:32])[F:10])=[N:13][N:14]=3)[N:17]=2)[CH2:22][CH2:23]1. The catalyst class is: 2.